This data is from NCI-60 drug combinations with 297,098 pairs across 59 cell lines. The task is: Regression. Given two drug SMILES strings and cell line genomic features, predict the synergy score measuring deviation from expected non-interaction effect. (1) Drug 1: CC12CCC3C(C1CCC2O)C(CC4=C3C=CC(=C4)O)CCCCCCCCCS(=O)CCCC(C(F)(F)F)(F)F. Cell line: NCI-H322M. Synergy scores: CSS=-0.475, Synergy_ZIP=0.259, Synergy_Bliss=0.861, Synergy_Loewe=-0.918, Synergy_HSA=-0.501. Drug 2: C(CN)CNCCSP(=O)(O)O. (2) Synergy scores: CSS=10.6, Synergy_ZIP=-0.0891, Synergy_Bliss=3.51, Synergy_Loewe=4.62, Synergy_HSA=4.34. Drug 1: CS(=O)(=O)C1=CC(=C(C=C1)C(=O)NC2=CC(=C(C=C2)Cl)C3=CC=CC=N3)Cl. Drug 2: C1C(C(OC1N2C=NC3=C2NC=NCC3O)CO)O. Cell line: SF-295. (3) Drug 1: CCC1(CC2CC(C3=C(CCN(C2)C1)C4=CC=CC=C4N3)(C5=C(C=C6C(=C5)C78CCN9C7C(C=CC9)(C(C(C8N6C)(C(=O)OC)O)OC(=O)C)CC)OC)C(=O)OC)O.OS(=O)(=O)O. Drug 2: C#CCC(CC1=CN=C2C(=N1)C(=NC(=N2)N)N)C3=CC=C(C=C3)C(=O)NC(CCC(=O)O)C(=O)O. Cell line: COLO 205. Synergy scores: CSS=1.16, Synergy_ZIP=-1.14, Synergy_Bliss=-0.510, Synergy_Loewe=-3.51, Synergy_HSA=-1.89. (4) Drug 1: COC1=C(C=C2C(=C1)N=CN=C2NC3=CC(=C(C=C3)F)Cl)OCCCN4CCOCC4. Drug 2: C1=CC(=CC=C1CCCC(=O)O)N(CCCl)CCCl. Cell line: SK-OV-3. Synergy scores: CSS=51.1, Synergy_ZIP=0.773, Synergy_Bliss=1.03, Synergy_Loewe=2.48, Synergy_HSA=4.71. (5) Drug 1: CN1CCC(CC1)COC2=C(C=C3C(=C2)N=CN=C3NC4=C(C=C(C=C4)Br)F)OC. Drug 2: C1C(C(OC1N2C=C(C(=O)NC2=O)F)CO)O. Cell line: UO-31. Synergy scores: CSS=33.6, Synergy_ZIP=-8.59, Synergy_Bliss=-9.36, Synergy_Loewe=-4.98, Synergy_HSA=-3.86. (6) Drug 2: COC1=C2C(=CC3=C1OC=C3)C=CC(=O)O2. Drug 1: COC1=C(C=C2C(=C1)N=CN=C2NC3=CC(=C(C=C3)F)Cl)OCCCN4CCOCC4. Cell line: NCI-H522. Synergy scores: CSS=34.6, Synergy_ZIP=1.92, Synergy_Bliss=2.25, Synergy_Loewe=-8.72, Synergy_HSA=3.14.